This data is from Peptide-MHC class II binding affinity with 134,281 pairs from IEDB. The task is: Regression. Given a peptide amino acid sequence and an MHC pseudo amino acid sequence, predict their binding affinity value. This is MHC class II binding data. (1) The peptide sequence is KGQKRIKCFNCGKEGHL. The MHC is HLA-DQA10501-DQB10301 with pseudo-sequence HLA-DQA10501-DQB10301. The binding affinity (normalized) is 0.0321. (2) The MHC is DRB1_1001 with pseudo-sequence DRB1_1001. The binding affinity (normalized) is 0.455. The peptide sequence is ISFCNANPGLMKDVA. (3) The peptide sequence is QRIYGVRYTETWSFL. The MHC is DRB1_1501 with pseudo-sequence DRB1_1501. The binding affinity (normalized) is 0.402. (4) The peptide sequence is MSYNLLGFLQRSSNF. The MHC is DRB1_1101 with pseudo-sequence DRB1_1101. The binding affinity (normalized) is 0.242. (5) The peptide sequence is ALIFILLTAVAPSMT. The MHC is DRB1_0101 with pseudo-sequence DRB1_0101. The binding affinity (normalized) is 0.570. (6) The peptide sequence is GQMILLVNDRVLDIL. The MHC is DRB1_0101 with pseudo-sequence DRB1_0101. The binding affinity (normalized) is 0.863. (7) The peptide sequence is EKKYFAATDFEPLAA. The MHC is DRB1_1001 with pseudo-sequence DRB1_1001. The binding affinity (normalized) is 0.594. (8) The peptide sequence is AAATVGTTVYGAFAA. The MHC is HLA-DQA10401-DQB10402 with pseudo-sequence HLA-DQA10401-DQB10402. The binding affinity (normalized) is 0.512. (9) The peptide sequence is SLGVGADQGCAINFG. The MHC is DRB3_0202 with pseudo-sequence DRB3_0202. The binding affinity (normalized) is 0.